Dataset: NCI-60 drug combinations with 297,098 pairs across 59 cell lines. Task: Regression. Given two drug SMILES strings and cell line genomic features, predict the synergy score measuring deviation from expected non-interaction effect. (1) Drug 1: CCCS(=O)(=O)NC1=C(C(=C(C=C1)F)C(=O)C2=CNC3=C2C=C(C=N3)C4=CC=C(C=C4)Cl)F. Drug 2: C1=CN(C(=O)N=C1N)C2C(C(C(O2)CO)O)O.Cl. Cell line: U251. Synergy scores: CSS=9.52, Synergy_ZIP=-6.08, Synergy_Bliss=-3.08, Synergy_Loewe=-14.2, Synergy_HSA=-2.64. (2) Drug 1: C1=C(C(=O)NC(=O)N1)N(CCCl)CCCl. Drug 2: CC1C(C(CC(O1)OC2CC(CC3=C2C(=C4C(=C3O)C(=O)C5=C(C4=O)C(=CC=C5)OC)O)(C(=O)CO)O)N)O.Cl. Cell line: SK-OV-3. Synergy scores: CSS=49.3, Synergy_ZIP=-11.7, Synergy_Bliss=-6.21, Synergy_Loewe=-1.48, Synergy_HSA=-0.195. (3) Drug 1: C1=CC(=C2C(=C1NCCNCCO)C(=O)C3=C(C=CC(=C3C2=O)O)O)NCCNCCO. Drug 2: C1C(C(OC1N2C=NC3=C2NC=NCC3O)CO)O. Cell line: UACC62. Synergy scores: CSS=24.7, Synergy_ZIP=-13.8, Synergy_Bliss=-9.03, Synergy_Loewe=-42.5, Synergy_HSA=-8.72.